Dataset: Catalyst prediction with 721,799 reactions and 888 catalyst types from USPTO. Task: Predict which catalyst facilitates the given reaction. (1) Reactant: [OH-].[Na+].CC1(C)C(C)(C)OB([C:11]2[CH:19]=[CH:18][CH:17]=[C:16]3[C:12]=2[CH:13]=[CH:14][NH:15]3)O1.Br[C:22]1[S:23][CH:24]=[CH:25][N:26]=1. Product: [S:23]1[CH:24]=[CH:25][N:26]=[C:22]1[C:11]1[CH:19]=[CH:18][CH:17]=[C:16]2[C:12]=1[CH:13]=[CH:14][NH:15]2. The catalyst class is: 354. (2) Reactant: Cl[C:2]1[C:7]([C:8]([C:10]2[S:11][CH:12]=[CH:13][CH:14]=2)=O)=[CH:6][N:5]=[C:4]([O:15][C:16]2[CH:21]=[CH:20][CH:19]=[CH:18][C:17]=2[Cl:22])[N:3]=1.[NH2:23][NH2:24]. Product: [Cl:22][C:17]1[CH:18]=[CH:19][CH:20]=[CH:21][C:16]=1[O:15][C:4]1[N:3]=[C:2]2[NH:23][N:24]=[C:8]([C:10]3[S:11][CH:12]=[CH:13][CH:14]=3)[C:7]2=[CH:6][N:5]=1. The catalyst class is: 353.